From a dataset of Forward reaction prediction with 1.9M reactions from USPTO patents (1976-2016). Predict the product of the given reaction. (1) Given the reactants [CH2:1]([C:3]1[CH:4]=[CH:5][C:6]([O:17][CH3:18])=[C:7]([C:9]([C:11]2[CH:16]=[CH:15][CH:14]=[CH:13][CH:12]=2)=[O:10])[CH:8]=1)[CH3:2].Br[CH:20]([CH2:24]CC)[CH2:21]CO.[C:27]([O-:30])([O-])=O.[Cs+].[Cs+].[CH3:33]N(C=O)C, predict the reaction product. The product is: [CH2:1]([C:3]1[CH:4]=[CH:5][C:6]([O:17][CH:18]([CH2:33][CH2:27][OH:30])[CH2:21][CH2:20][CH3:24])=[C:7]([C:9]([C:11]2[CH:16]=[CH:15][CH:14]=[CH:13][CH:12]=2)=[O:10])[CH:8]=1)[CH3:2]. (2) Given the reactants [CH3:1][O:2][CH2:3][C:4]([N:6]1[CH2:11][C:10]([CH3:13])([CH3:12])[N:9]([CH2:14][C:15]2[CH:20]=[C:19]([C:21]3[CH:26]=[CH:25][C:24]([O:27]COC)=[CH:23][CH:22]=3)[N:18]=[C:17]3[N:31](C4CCCCO4)[N:32]=[C:33]([CH3:34])[C:16]=23)[CH2:8][C:7]1([CH3:42])[CH3:41])=[O:5].Cl, predict the reaction product. The product is: [OH:27][C:24]1[CH:23]=[CH:22][C:21]([C:19]2[N:18]=[C:17]3[NH:31][N:32]=[C:33]([CH3:34])[C:16]3=[C:15]([CH2:14][N:9]3[C:10]([CH3:13])([CH3:12])[CH2:11][N:6]([C:4](=[O:5])[CH2:3][O:2][CH3:1])[C:7]([CH3:42])([CH3:41])[CH2:8]3)[CH:20]=2)=[CH:26][CH:25]=1. (3) Given the reactants [N:1]12[CH2:9][CH2:8][CH:5]([CH2:6][CH2:7]1)[N:4]([C:10]1[CH:11]=[C:12]([C:17]([N+:20]([O-:22])=[O:21])=[CH:18][N:19]=1)[C:13]([O:15]C)=[O:14])[CH2:3][CH2:2]2.[OH-].[Li+].CO.O, predict the reaction product. The product is: [N:1]12[CH2:9][CH2:8][CH:5]([CH2:6][CH2:7]1)[N:4]([C:10]1[CH:11]=[C:12]([C:17]([N+:20]([O-:22])=[O:21])=[CH:18][N:19]=1)[C:13]([OH:15])=[O:14])[CH2:3][CH2:2]2. (4) Given the reactants [CH3:1][C:2]1[CH:7]=[C:6]([CH3:8])[C:5]([NH:9][S:10]([C:13]2[CH:18]=[CH:17][CH:16]=[CH:15][CH:14]=2)(=[O:12])=[O:11])=[CH:4][C:3]=1[NH:19][C:20]([CH2:22][C:23]1[CH:30]=[CH:29][C:26]([C:27]#[N:28])=[CH:25][CH:24]=1)=[O:21].Cl.C(=O)([O-])[O-].[NH4+:36].[NH4+], predict the reaction product. The product is: [CH3:1][C:2]1[CH:7]=[C:6]([CH3:8])[C:5]([NH:9][S:10]([C:13]2[CH:14]=[CH:15][CH:16]=[CH:17][CH:18]=2)(=[O:12])=[O:11])=[CH:4][C:3]=1[NH:19][C:20]([CH2:22][C:23]1[CH:24]=[CH:25][C:26]([C:27]([NH2:36])=[NH:28])=[CH:29][CH:30]=1)=[O:21]. (5) Given the reactants [CH3:1][O:2][C:3](=[O:24])[C:4]1[CH:9]=[CH:8][C:7]([NH:10][CH2:11][C:12]2[CH:17]=[CH:16][C:15]([CH:18]3[CH2:23][CH2:22][CH2:21][CH2:20][CH2:19]3)=[CH:14][CH:13]=2)=[CH:6][CH:5]=1.C(=O)([O-])[O-].[K+].[K+].[F:31][C:32]([F:43])([F:42])[O:33][C:34]1[CH:41]=[CH:40][C:37]([CH2:38]Br)=[CH:36][CH:35]=1, predict the reaction product. The product is: [CH3:1][O:2][C:3](=[O:24])[C:4]1[CH:5]=[CH:6][C:7]([N:10]([CH2:11][C:12]2[CH:13]=[CH:14][C:15]([CH:18]3[CH2:23][CH2:22][CH2:21][CH2:20][CH2:19]3)=[CH:16][CH:17]=2)[CH2:38][C:37]2[CH:40]=[CH:41][C:34]([O:33][C:32]([F:31])([F:42])[F:43])=[CH:35][CH:36]=2)=[CH:8][CH:9]=1.